This data is from Reaction yield outcomes from USPTO patents with 853,638 reactions. The task is: Predict the reaction yield, written as a fraction of the theoretical maximum amount of product (1.0 means a 100% yield; for example, 0.34 means a 34% yield). (1) The reactants are FC(F)(F)C(O)=O.[CH3:8][N:9]([CH3:32])[C:10](=[O:31])[C@@H:11]([NH:23]C(=O)OC(C)(C)C)[CH2:12][C:13]1[CH:18]=[CH:17][C:16]([O:19][CH:20]([CH3:22])[CH3:21])=[CH:15][CH:14]=1. The catalyst is C(Cl)Cl. The product is [NH2:23][C@@H:11]([CH2:12][C:13]1[CH:14]=[CH:15][C:16]([O:19][CH:20]([CH3:22])[CH3:21])=[CH:17][CH:18]=1)[C:10]([N:9]([CH3:8])[CH3:32])=[O:31]. The yield is 1.00. (2) The reactants are [CH2:1]([N:8]1[CH2:13][CH2:12][C:11](=[O:14])[CH:10]([CH3:15])[CH2:9]1)[C:2]1[CH:7]=[CH:6][CH:5]=[CH:4][CH:3]=1.OS(O)(=O)=O.[N-:21]=[N+]=[N-].[Na+].[OH-].[Na+]. The catalyst is C(Cl)(Cl)Cl.O. The product is [CH2:1]([N:8]1[CH2:13][CH2:12][C:11](=[O:14])[NH:21][CH:10]([CH3:15])[CH2:9]1)[C:2]1[CH:7]=[CH:6][CH:5]=[CH:4][CH:3]=1. The yield is 0.910. (3) The reactants are Br[C:2]1[C:3](=[O:15])[N:4]([CH3:14])[C:5](=[O:13])[C:6]=1[N:7]1[CH2:12][CH2:11][O:10][CH2:9][CH2:8]1.C([O-])([O-])=O.[Cs+].[Cs+].O.CC1(C)C(C)(C)OB([C:31]2[CH:48]=[CH:47][C:34]([O:35][CH2:36][C:37]3[CH:46]=[CH:45][C:44]4[C:39](=[CH:40][CH:41]=[CH:42][CH:43]=4)[N:38]=3)=[CH:33][CH:32]=2)O1. The catalyst is CN(C=O)C.C1C=CC([P]([Pd]([P](C2C=CC=CC=2)(C2C=CC=CC=2)C2C=CC=CC=2)([P](C2C=CC=CC=2)(C2C=CC=CC=2)C2C=CC=CC=2)[P](C2C=CC=CC=2)(C2C=CC=CC=2)C2C=CC=CC=2)(C2C=CC=CC=2)C2C=CC=CC=2)=CC=1. The product is [CH3:14][N:4]1[C:3](=[O:15])[C:2]([C:31]2[CH:32]=[CH:33][C:34]([O:35][CH2:36][C:37]3[CH:46]=[CH:45][C:44]4[C:39](=[CH:40][CH:41]=[CH:42][CH:43]=4)[N:38]=3)=[CH:47][CH:48]=2)=[C:6]([N:7]2[CH2:12][CH2:11][O:10][CH2:9][CH2:8]2)[C:5]1=[O:13]. The yield is 0.450. (4) The reactants are Br[C:2]1[CH:3]=[N:4][C:5]([N:8]2[CH2:12][C:11]([CH3:14])([CH3:13])[N:10]([CH2:15][CH3:16])[C:9]2=[O:17])=[N:6][CH:7]=1.[I-:18].[Na+].CN[C@@H]1CCCC[C@H]1NC. The catalyst is O1CCOCC1.[Cu]I. The product is [I:18][C:2]1[CH:3]=[N:4][C:5]([N:8]2[CH2:12][C:11]([CH3:14])([CH3:13])[N:10]([CH2:15][CH3:16])[C:9]2=[O:17])=[N:6][CH:7]=1. The yield is 0.860. (5) The reactants are CS(C)=O.C(Cl)(=O)C(Cl)=O.[OH:11][CH2:12][C@@H:13]1[CH2:17][C:16](/[CH:18]=[CH:19]/[CH3:20])=[CH:15][N:14]1[C:21]([C:23]1[CH:28]=[C:27]([O:29][CH3:30])[C:26]([O:31][Si:32]([CH:39]([CH3:41])[CH3:40])([CH:36]([CH3:38])[CH3:37])[CH:33]([CH3:35])[CH3:34])=[CH:25][C:24]=1[NH:42][C:43]([O:45][CH2:46][C:47]1[CH:52]=[CH:51][C:50]([NH:53][C:54](=[O:71])[C@@H:55]([NH:57][C:58](=[O:70])[C@@H:59]([NH:63][C:64](=[O:69])[O:65][CH2:66][CH:67]=[CH2:68])[CH:60]([CH3:62])[CH3:61])[CH3:56])=[CH:49][CH:48]=1)=[O:44])=[O:22].C(N(CC)CC)C. The catalyst is C(Cl)Cl. The product is [OH:11][C@@H:12]1[N:42]([C:43]([O:45][CH2:46][C:47]2[CH:52]=[CH:51][C:50]([NH:53][C:54](=[O:71])[C@@H:55]([NH:57][C:58](=[O:70])[C@@H:59]([NH:63][C:64]([O:65][CH2:66][CH:67]=[CH2:68])=[O:69])[CH:60]([CH3:61])[CH3:62])[CH3:56])=[CH:49][CH:48]=2)=[O:44])[C:24]2[CH:25]=[C:26]([O:31][Si:32]([CH:39]([CH3:40])[CH3:41])([CH:36]([CH3:37])[CH3:38])[CH:33]([CH3:35])[CH3:34])[C:27]([O:29][CH3:30])=[CH:28][C:23]=2[C:21](=[O:22])[N:14]2[CH:15]=[C:16](/[CH:18]=[CH:19]/[CH3:20])[CH2:17][C@@H:13]12. The yield is 0.540.